Dataset: Reaction yield outcomes from USPTO patents with 853,638 reactions. Task: Predict the reaction yield, written as a fraction of the theoretical maximum amount of product (1.0 means a 100% yield; for example, 0.34 means a 34% yield). (1) The reactants are C[O:2][C:3](=O)[CH2:4][O:5][C:6]1[CH:21]=[CH:20][C:9]([C:10]([O:12][CH2:13][C:14]2[CH:19]=[CH:18][CH:17]=[CH:16][CH:15]=2)=[O:11])=[CH:8][CH:7]=1.O.[NH2:24][NH2:25]. The catalyst is CO. The product is [NH:24]([C:3](=[O:2])[CH2:4][O:5][C:6]1[CH:21]=[CH:20][C:9]([C:10]([O:12][CH2:13][C:14]2[CH:19]=[CH:18][CH:17]=[CH:16][CH:15]=2)=[O:11])=[CH:8][CH:7]=1)[NH2:25]. The yield is 0.940. (2) The reactants are [CH:1]1([C:7]([C:9]2[CH:14]=[CH:13][C:12](F)=[C:11]([N+:16]([O-:18])=[O:17])[CH:10]=2)=[O:8])[CH2:6][CH2:5][CH2:4][CH2:3][CH2:2]1.[NH2:19][CH2:20][CH2:21][C:22]([NH2:24])=[O:23].Cl. The catalyst is CC#N.C(Cl)Cl. The product is [CH:1]1([C:7]([C:9]2[CH:14]=[CH:13][C:12]([NH:19][CH2:20][CH2:21][C:22]([NH2:24])=[O:23])=[C:11]([N+:16]([O-:18])=[O:17])[CH:10]=2)=[O:8])[CH2:6][CH2:5][CH2:4][CH2:3][CH2:2]1. The yield is 0.990. (3) The product is [C:26]1([CH:10]2[CH2:9][NH:8][CH2:25][C:12]3([CH2:13][CH2:14][N:15]([C:18]([O:20][C:21]([CH3:24])([CH3:22])[CH3:23])=[O:19])[CH2:16][CH2:17]3)[O:11]2)[CH:27]=[CH:28][CH:29]=[CH:30][CH:31]=1. The reactants are C([N:8]1[CH2:25][C:12]2([CH2:17][CH2:16][N:15]([C:18]([O:20][C:21]([CH3:24])([CH3:23])[CH3:22])=[O:19])[CH2:14][CH2:13]2)[O:11][CH:10]([C:26]2[CH:31]=[CH:30][CH:29]=[CH:28][CH:27]=2)[CH2:9]1)C1C=CC=CC=1.C([O-])=O.[NH4+]. The yield is 0.930. The catalyst is C(O)C.[OH-].[OH-].[Pd+2]. (4) The reactants are COC1C=C(OC)C=CC=1C[N:6]1[C:11]([C:12]2[S:13][C:14]([N:17]([CH3:19])[CH3:18])=[CH:15][CH:16]=2)=[C:10]([CH2:20][CH3:21])[CH:9]=[C:8]([C:22]([O:24][CH3:25])=[O:23])[C:7]1=[O:26].C1(OC)C=CC=CC=1.C(O)(C(F)(F)F)=O. The catalyst is C(Cl)Cl. The product is [CH3:18][N:17]([CH3:19])[C:14]1[S:13][C:12]([C:11]2[NH:6][C:7](=[O:26])[C:8]([C:22]([O:24][CH3:25])=[O:23])=[CH:9][C:10]=2[CH2:20][CH3:21])=[CH:16][CH:15]=1. The yield is 0.310. (5) The reactants are [Cl:1][C:2]1[CH:7]=[C:6]([Cl:8])[CH:5]=[CH:4][C:3]=1[CH2:9][C@H:10]([NH:13][C:14](=[O:20])[O:15][C:16]([CH3:19])([CH3:18])[CH3:17])[CH2:11]O.C(N(CC)CC)C.CS(Cl)(=O)=O.[N-:33]=[N+:34]=[N-:35].[Na+]. The catalyst is C(Cl)Cl.CN(C=O)C.O.C(OCC)C. The product is [N:33]([CH2:11][C@@H:10]([NH:13][C:14](=[O:20])[O:15][C:16]([CH3:19])([CH3:18])[CH3:17])[CH2:9][C:3]1[CH:4]=[CH:5][C:6]([Cl:8])=[CH:7][C:2]=1[Cl:1])=[N+:34]=[N-:35]. The yield is 0.590. (6) The reactants are [I:1][C:2]1[CH:3]=[C:4]([C:12]2[N:16]=[C:15]([C:17]3[CH:18]=[CH:19][C:20]([O:25][CH2:26][CH2:27][CH3:28])=[C:21]([CH:24]=3)[C:22]#[N:23])[O:14][N:13]=2)[CH:5]=[CH:6][C:7]=1[O:8]C(C)C.ClC1C=C(C2ON=C(C3C=CC(OC(C)C)=C(I)C=3)N=2)C=CC=1OCCC. No catalyst specified. The product is [OH:8][C:7]1[CH:6]=[CH:5][C:4]([C:12]2[N:16]=[C:15]([C:17]3[CH:18]=[CH:19][C:20]([O:25][CH2:26][CH2:27][CH3:28])=[C:21]([CH:24]=3)[C:22]#[N:23])[O:14][N:13]=2)=[CH:3][C:2]=1[I:1]. The yield is 0.740. (7) The reactants are [Cl:1][C:2]1[C:3]([CH2:10][N:11]2[C:19](=[O:20])[C:18]3[C:13](=[CH:14][CH:15]=[CH:16][CH:17]=3)[C:12]2=[O:21])=[N:4][CH:5]=[C:6]([CH:8]=[CH2:9])[CH:7]=1.Br[CH:23]([C:28]1[CH:29]=[C:30]([Cl:36])[C:31]([Cl:35])=[C:32]([Cl:34])[CH:33]=1)[C:24]([F:27])([F:26])[F:25].N1C=CC=CC=1C1C=CC=CN=1. The catalyst is ClC1C=CC=CC=1Cl.Cl[Cu]. The product is [Cl:1][C:2]1[C:3]([CH2:10][N:11]2[C:19](=[O:20])[C:18]3[C:13](=[CH:14][CH:15]=[CH:16][CH:17]=3)[C:12]2=[O:21])=[N:4][CH:5]=[C:6](/[CH:8]=[CH:9]/[CH:23]([C:28]2[CH:29]=[C:30]([Cl:36])[C:31]([Cl:35])=[C:32]([Cl:34])[CH:33]=2)[C:24]([F:26])([F:25])[F:27])[CH:7]=1. The yield is 0.500.